This data is from NCI-60 drug combinations with 297,098 pairs across 59 cell lines. The task is: Regression. Given two drug SMILES strings and cell line genomic features, predict the synergy score measuring deviation from expected non-interaction effect. (1) Drug 1: CCN(CC)CCCC(C)NC1=C2C=C(C=CC2=NC3=C1C=CC(=C3)Cl)OC. Drug 2: C1CCC(C(C1)N)N.C(=O)(C(=O)[O-])[O-].[Pt+4]. Cell line: A498. Synergy scores: CSS=31.7, Synergy_ZIP=-12.0, Synergy_Bliss=-3.59, Synergy_Loewe=-2.21, Synergy_HSA=0.783. (2) Drug 1: C1CN1C2=NC(=NC(=N2)N3CC3)N4CC4. Drug 2: C1CCN(CC1)CCOC2=CC=C(C=C2)C(=O)C3=C(SC4=C3C=CC(=C4)O)C5=CC=C(C=C5)O. Cell line: MOLT-4. Synergy scores: CSS=43.3, Synergy_ZIP=-1.19, Synergy_Bliss=-3.15, Synergy_Loewe=-6.92, Synergy_HSA=-3.88. (3) Drug 2: COC1=NC(=NC2=C1N=CN2C3C(C(C(O3)CO)O)O)N. Cell line: OVCAR-8. Drug 1: C1CC(C1)(C(=O)O)C(=O)O.[NH2-].[NH2-].[Pt+2]. Synergy scores: CSS=-3.39, Synergy_ZIP=3.42, Synergy_Bliss=4.53, Synergy_Loewe=-2.69, Synergy_HSA=-1.67. (4) Drug 1: COC1=C(C=C2C(=C1)N=CN=C2NC3=CC(=C(C=C3)F)Cl)OCCCN4CCOCC4. Drug 2: C(=O)(N)NO. Cell line: ACHN. Synergy scores: CSS=47.8, Synergy_ZIP=-5.40, Synergy_Bliss=-3.41, Synergy_Loewe=-10.0, Synergy_HSA=1.91. (5) Drug 2: CC1C(C(CC(O1)OC2CC(CC3=C2C(=C4C(=C3O)C(=O)C5=C(C4=O)C(=CC=C5)OC)O)(C(=O)CO)O)N)O.Cl. Cell line: SR. Synergy scores: CSS=71.1, Synergy_ZIP=-8.15, Synergy_Bliss=-15.0, Synergy_Loewe=6.45, Synergy_HSA=-10.3. Drug 1: CCC1=C2CN3C(=CC4=C(C3=O)COC(=O)C4(CC)O)C2=NC5=C1C=C(C=C5)O. (6) Drug 1: CN(C)C1=NC(=NC(=N1)N(C)C)N(C)C. Drug 2: C1CCC(C(C1)N)N.C(=O)(C(=O)[O-])[O-].[Pt+4]. Cell line: IGROV1. Synergy scores: CSS=22.0, Synergy_ZIP=-5.02, Synergy_Bliss=-0.205, Synergy_Loewe=-28.6, Synergy_HSA=0.664.